Dataset: Full USPTO retrosynthesis dataset with 1.9M reactions from patents (1976-2016). Task: Predict the reactants needed to synthesize the given product. (1) Given the product [CH3:42][C:37]([NH:36][C:34](=[O:35])[O:33][C:30]([CH3:32])([CH3:31])[CH3:29])([CH3:38])[C:39]([NH:19][C:16]1[CH:17]=[N:18][C:13]([O:12][C:10]2[CH:9]=[CH:8][CH:7]=[C:6]3[C:11]=2[CH:2]([CH3:1])[CH2:3][CH2:4][O:5]3)=[CH:14][CH:15]=1)=[O:40], predict the reactants needed to synthesize it. The reactants are: [CH3:1][CH:2]1[C:11]2[C:6](=[CH:7][CH:8]=[CH:9][C:10]=2[O:12][C:13]2[N:18]=[CH:17][C:16]([NH2:19])=[CH:15][CH:14]=2)[O:5][CH2:4][CH2:3]1.CCN(C(C)C)C(C)C.[CH3:29][C:30]([O:33][C:34]([NH:36][C:37]([CH3:42])([C:39](O)=[O:40])[CH3:38])=[O:35])([CH3:32])[CH3:31].CN(C(ON1N=NC2C=CC=NC1=2)=[N+](C)C)C.F[P-](F)(F)(F)(F)F. (2) The reactants are: [CH2:1]([CH:4]1[C@@:9]([CH2:20][F:21])([C:10]2[CH:15]=[C:14]([N+:16]([O-:18])=[O:17])[CH:13]=[CH:12][C:11]=2[F:19])[N:8]=[C:7]([N:22]([C:30]([O:32][C:33]([CH3:36])([CH3:35])[CH3:34])=[O:31])[C:23](=[O:29])[O:24][C:25]([CH3:28])([CH3:27])[CH3:26])[C:6]([CH3:38])([CH3:37])[S:5]1(=[O:40])=[O:39])[CH:2]=[CH2:3].C(=O)(O)[O-:42].[Na+].O=O.[BH4-].[Na+]. Given the product [C:25]([O:24][C:23]([N:22]([C:7]1[C:6]([CH3:38])([CH3:37])[S:5](=[O:39])(=[O:40])[CH:4]([CH2:1][CH2:2][CH2:3][OH:42])[C@@:9]([CH2:20][F:21])([C:10]2[CH:15]=[C:14]([N+:16]([O-:18])=[O:17])[CH:13]=[CH:12][C:11]=2[F:19])[N:8]=1)[C:30](=[O:31])[O:32][C:33]([CH3:36])([CH3:35])[CH3:34])=[O:29])([CH3:28])([CH3:27])[CH3:26], predict the reactants needed to synthesize it.